This data is from Reaction yield outcomes from USPTO patents with 853,638 reactions. The task is: Predict the reaction yield, written as a fraction of the theoretical maximum amount of product (1.0 means a 100% yield; for example, 0.34 means a 34% yield). The reactants are C(OC(=O)[NH:7][C:8]1([C:12]2[CH:17]=[CH:16][C:15]([C:18]3[C:27]([C:28]4[CH:33]=[CH:32][CH:31]=[CH:30][CH:29]=4)=[CH:26][C:25]4[C:24]5=[N:34][NH:35][C:36]([OH:37])=[C:23]5[CH2:22][CH2:21][C:20]=4[N:19]=3)=[CH:14][CH:13]=2)[CH2:11][CH2:10][CH2:9]1)(C)(C)C. The catalyst is C(O)(C(F)(F)F)=O. The product is [NH2:7][C:8]1([C:12]2[CH:13]=[CH:14][C:15]([C:18]3[C:27]([C:28]4[CH:29]=[CH:30][CH:31]=[CH:32][CH:33]=4)=[CH:26][C:25]4[C:24]5=[N:34][NH:35][C:36]([OH:37])=[C:23]5[CH2:22][CH2:21][C:20]=4[N:19]=3)=[CH:16][CH:17]=2)[CH2:11][CH2:10][CH2:9]1. The yield is 0.170.